Dataset: Forward reaction prediction with 1.9M reactions from USPTO patents (1976-2016). Task: Predict the product of the given reaction. (1) Given the reactants C[O-].[Na+].[CH3:4][C:5](=[CH2:9])[C:6](=[O:8])[CH3:7].[CH3:10][O:11][C:12](=[O:20])[CH:13]([O:18][CH3:19])[C:14](OC)=[O:15].Cl, predict the reaction product. The product is: [CH3:10][O:11][C:12]([C:13]1([O:18][CH3:19])[CH2:9][CH:5]([CH3:4])[C:6](=[O:8])[CH:7]=[C:14]1[OH:15])=[O:20]. (2) Given the reactants O1[CH2:6][CH2:5][CH:4]([CH2:7][N:8]([CH2:10][C:11]2[CH:16]=[CH:15][CH:14]=[CH:13][CH:12]=2)[CH3:9])CC1.[C:17](OCC)(=[O:19])C.CO, predict the reaction product. The product is: [O:19]1[CH2:17][CH2:6][CH2:5][C@H:4]1[CH2:7][N:8]([CH2:10][C:11]1[CH:12]=[CH:13][CH:14]=[CH:15][CH:16]=1)[CH3:9].